Dataset: Experimentally validated miRNA-target interactions with 360,000+ pairs, plus equal number of negative samples. Task: Binary Classification. Given a miRNA mature sequence and a target amino acid sequence, predict their likelihood of interaction. (1) The miRNA is mmu-miR-195a-5p with sequence UAGCAGCACAGAAAUAUUGGC. The protein sequence of the target gene is MGNAPSNSSEDEAAAAGGEGWSPHQDWAADSGTTPGPGPAAAVLPSAAALLEPARLREAAAALRPAPPCESLVSRHHGALLRWLEERLGRGEESVTLEQFRELLEARGAGCSGEQFEEAFAQFDAEGDGTVDAENMLEALKNSSGANLQGELSHVIRQLQACSLVPGFIDIFSESKEGLGIHSSMILRFLHRNRISSMVIPYPMLDHCNNMCTMRSSVLKESLDQLVQKEKESPGDLARSPEMDKLKSVTKCYAYIETSSNPADIYRMTNGETSSYWQSDGSARSHWIRLKMKPDVVLRH.... Result: 0 (no interaction). (2) The miRNA is hsa-miR-181a-5p with sequence AACAUUCAACGCUGUCGGUGAGU. The protein sequence of the target gene is MAVADLALIPDVDIDSDGVFKYVLIRVHSAPRSGAPAAESKEIVRGYKWAEYHADIYDKVSGDMQKQGCDCECLGGGRISHQSQDKKIHVYGYSMAYGPAQHAISTEKIKAKYPDYEVTWANDGY. Result: 1 (interaction). (3) The miRNA is hsa-miR-4645-3p with sequence AGACAGUAGUUCUUGCCUGGUU. The protein sequence of the target gene is MPGHLQEGFGCVVTNRFDQLFDDESDPFEVLKAAENKKKEAGGGGVGGPGAKSAAQAAAQTNSNAAGKQLRKESQKDRKNPLPPSVGVVDKKEETQPPVALKKEGIRRVGRRPDQQLQGEGKIIDRRPERRPPRERRFEKPLEEKGEGGEFSVDRPIIDRPIRGRGGLGRGRGGRGRGMGRGDGFDSRGKREFDRHSGSDRSSFSHYSGLKHEDKRGGSGSHNWGTVKDELTESPKYIQKQISYNYSDLDQSNVTEETPEGEEHHPVADTENKENEVEEVKEEGPKEMTLDEWKAIQNKD.... Result: 1 (interaction).